Task: Predict the reaction yield, written as a fraction of the theoretical maximum amount of product (1.0 means a 100% yield; for example, 0.34 means a 34% yield).. Dataset: Reaction yield outcomes from USPTO patents with 853,638 reactions (1) The reactants are [CH2:1]([Zn]CC)C.[Si:6]([O:23][CH2:24][C@@H:25]1[CH2:29][CH:28]=[CH:27][N:26]1[C:30]([O:32][C:33]([CH3:36])([CH3:35])[CH3:34])=[O:31])([C:19]([CH3:22])([CH3:21])[CH3:20])([C:13]1[CH:18]=[CH:17][CH:16]=[CH:15][CH:14]=1)[C:7]1[CH:12]=[CH:11][CH:10]=[CH:9][CH:8]=1.ClCI. The catalyst is C1(C)C=CC=CC=1. The product is [Si:6]([O:23][CH2:24][C@@H:25]1[CH2:29][CH:28]2[CH:27]([CH2:1]2)[N:26]1[C:30]([O:32][C:33]([CH3:36])([CH3:35])[CH3:34])=[O:31])([C:19]([CH3:21])([CH3:22])[CH3:20])([C:13]1[CH:18]=[CH:17][CH:16]=[CH:15][CH:14]=1)[C:7]1[CH:12]=[CH:11][CH:10]=[CH:9][CH:8]=1. The yield is 0.907. (2) The reactants are [O:1]1[CH2:6][CH2:5][N:4]([CH2:7][CH2:8][O:9][C:10]2[CH:17]=[CH:16][C:13]([CH:14]=O)=[CH:12][CH:11]=2)[CH2:3][CH2:2]1.[NH2:18][C:19]1[N:20]=[N:21][C:22]([CH3:25])=[CH:23][CH:24]=1.C([O:28][C:29](=O)[C:30]([OH:43])=[CH:31][C:32]([C:34]1[CH:39]=[CH:38][C:37]([CH:40]([CH3:42])[CH3:41])=[CH:36][CH:35]=1)=[O:33])C. No catalyst specified. The product is [OH:43][C:30]1[C:29](=[O:28])[N:18]([C:19]2[N:20]=[N:21][C:22]([CH3:25])=[CH:23][CH:24]=2)[CH:14]([C:13]2[CH:16]=[CH:17][C:10]([O:9][CH2:8][CH2:7][N:4]3[CH2:5][CH2:6][O:1][CH2:2][CH2:3]3)=[CH:11][CH:12]=2)[C:31]=1[C:32](=[O:33])[C:34]1[CH:39]=[CH:38][C:37]([CH:40]([CH3:42])[CH3:41])=[CH:36][CH:35]=1. The yield is 0.210.